Dataset: Forward reaction prediction with 1.9M reactions from USPTO patents (1976-2016). Task: Predict the product of the given reaction. Given the reactants [Cl:1][C:2]1[C:6]([CH2:7][OH:8])=[C:5]([C:9]2[CH:14]=[CH:13][C:12]([Cl:15])=[CH:11][CH:10]=2)[S:4][N:3]=1.[F:16][C:17]1[C:22]([F:23])=[C:21](O)[CH:20]=[CH:19][C:18]=1/[CH:25]=[CH:26]/[C:27]([O:29]CC)=[O:28], predict the reaction product. The product is: [Cl:1][C:2]1[C:6]([CH2:7][O:8][C:21]2[CH:20]=[CH:19][C:18](/[CH:25]=[CH:26]/[C:27]([OH:29])=[O:28])=[C:17]([F:16])[C:22]=2[F:23])=[C:5]([C:9]2[CH:14]=[CH:13][C:12]([Cl:15])=[CH:11][CH:10]=2)[S:4][N:3]=1.